From a dataset of Full USPTO retrosynthesis dataset with 1.9M reactions from patents (1976-2016). Predict the reactants needed to synthesize the given product. Given the product [F:17][C:18]1[CH:19]=[C:20]([OH:28])[CH:21]=[C:22]([F:27])[C:23]=1[N+:24]([O-:26])=[O:25].[F:4][C:5]1[C:6]([N+:13]([O-:15])=[O:14])=[C:7]([OH:12])[CH:8]=[C:9]([F:11])[CH:10]=1, predict the reactants needed to synthesize it. The reactants are: C(Cl)Cl.[F:4][C:5]1[CH:6]=[C:7]([OH:12])[CH:8]=[C:9]([F:11])[CH:10]=1.[N+:13]([O-])([OH:15])=[O:14].[F:17][C:18]1[CH:19]=[C:20]([OH:28])[CH:21]=[C:22]([F:27])[C:23]=1[N+:24]([O-:26])=[O:25].